This data is from NCI-60 drug combinations with 297,098 pairs across 59 cell lines. The task is: Regression. Given two drug SMILES strings and cell line genomic features, predict the synergy score measuring deviation from expected non-interaction effect. (1) Drug 1: C1=CC(=CC=C1CCC2=CNC3=C2C(=O)NC(=N3)N)C(=O)NC(CCC(=O)O)C(=O)O. Drug 2: CC1=C(C(=CC=C1)Cl)NC(=O)C2=CN=C(S2)NC3=CC(=NC(=N3)C)N4CCN(CC4)CCO. Cell line: SK-MEL-5. Synergy scores: CSS=-4.42, Synergy_ZIP=2.70, Synergy_Bliss=0.992, Synergy_Loewe=-8.68, Synergy_HSA=-8.03. (2) Synergy scores: CSS=30.8, Synergy_ZIP=-4.21, Synergy_Bliss=-7.13, Synergy_Loewe=-7.50, Synergy_HSA=-12.8. Drug 1: C1=NC2=C(N=C(N=C2N1C3C(C(C(O3)CO)O)F)Cl)N. Drug 2: CC12CCC3C(C1CCC2OP(=O)(O)O)CCC4=C3C=CC(=C4)OC(=O)N(CCCl)CCCl.[Na+]. Cell line: HCT-15. (3) Drug 1: CNC(=O)C1=NC=CC(=C1)OC2=CC=C(C=C2)NC(=O)NC3=CC(=C(C=C3)Cl)C(F)(F)F. Drug 2: CC1C(C(CC(O1)OC2CC(CC3=C2C(=C4C(=C3O)C(=O)C5=CC=CC=C5C4=O)O)(C(=O)C)O)N)O. Cell line: SN12C. Synergy scores: CSS=64.5, Synergy_ZIP=8.26, Synergy_Bliss=7.16, Synergy_Loewe=4.98, Synergy_HSA=8.76.